From a dataset of NCI-60 drug combinations with 297,098 pairs across 59 cell lines. Regression. Given two drug SMILES strings and cell line genomic features, predict the synergy score measuring deviation from expected non-interaction effect. Drug 1: CC(C1=C(C=CC(=C1Cl)F)Cl)OC2=C(N=CC(=C2)C3=CN(N=C3)C4CCNCC4)N. Drug 2: CCC1=CC2CC(C3=C(CN(C2)C1)C4=CC=CC=C4N3)(C5=C(C=C6C(=C5)C78CCN9C7C(C=CC9)(C(C(C8N6C)(C(=O)OC)O)OC(=O)C)CC)OC)C(=O)OC.C(C(C(=O)O)O)(C(=O)O)O. Cell line: COLO 205. Synergy scores: CSS=77.2, Synergy_ZIP=8.53, Synergy_Bliss=6.29, Synergy_Loewe=-11.2, Synergy_HSA=4.71.